Dataset: Reaction yield outcomes from USPTO patents with 853,638 reactions. Task: Predict the reaction yield, written as a fraction of the theoretical maximum amount of product (1.0 means a 100% yield; for example, 0.34 means a 34% yield). (1) The reactants are [CH2:1]([O:3][C:4]([C:6]1([C:9]2[CH:14]=[CH:13][C:12]([C:15]3[CH:20]=[CH:19][C:18]([C:21]4[S:22][C:23]([Cl:29])=[CH:24][C:25]=4C(=O)N)=[CH:17][C:16]=3[O:30][CH3:31])=[CH:11][CH:10]=2)[CH2:8][CH2:7]1)=[O:5])[CH3:2].[F:32][C:33]1[CH:34]=[C:35]([C@H:40]([OH:42])[CH3:41])[CH:36]=[CH:37][C:38]=1[F:39].[N:43]1[CH:48]=CC=CC=1.FC(F)(F)C(OI(C1C=CC=CC=1)OC(=O)C(F)(F)F)=[O:52]. The catalyst is C1(C)C=CC=CC=1. The product is [CH2:1]([O:3][C:4]([C:6]1([C:9]2[CH:10]=[CH:11][C:12]([C:15]3[CH:20]=[CH:19][C:18]([C:21]4[S:22][C:23]([Cl:29])=[CH:24][C:25]=4[NH:43][C:48]([O:42][C@@H:40]([C:35]4[CH:36]=[CH:37][C:38]([F:39])=[C:33]([F:32])[CH:34]=4)[CH3:41])=[O:52])=[CH:17][C:16]=3[O:30][CH3:31])=[CH:13][CH:14]=2)[CH2:8][CH2:7]1)=[O:5])[CH3:2]. The yield is 0.510. (2) The reactants are CN([CH:4]=[O:5])C.[CH2:6]([OH:8])[CH3:7].Br[C:10]1[CH:15]=[CH:14][C:13]([O:16][CH:17]([F:19])[F:18])=[CH:12][N:11]=1.C(N(CC)CC)C. The catalyst is [C]=O.C([O-])(=O)C.[Pd+2].C([O-])(=O)C.C1(P(C2C=CC=CC=2)[C-]2C=CC=C2)C=CC=CC=1.[C-]1(P(C2C=CC=CC=2)C2C=CC=CC=2)C=CC=C1.[Fe+2]. The product is [CH2:6]([O:8][C:4]([C:10]1[CH:15]=[CH:14][C:13]([O:16][CH:17]([F:19])[F:18])=[CH:12][N:11]=1)=[O:5])[CH3:7]. The yield is 0.800.